Dataset: Full USPTO retrosynthesis dataset with 1.9M reactions from patents (1976-2016). Task: Predict the reactants needed to synthesize the given product. (1) Given the product [F:49][CH:30]([F:29])[CH2:31][N:32]1[CH:36]=[C:35]([C:37]2[CH:42]=[CH:41][N:40]=[C:39]([NH:43][CH2:44][CH2:45][C:46]#[N:47])[N:38]=2)[C:34]([C:9]2[CH:10]=[C:11]3[CH:17]=[CH:16][NH:15][C:12]3=[N:13][CH:14]=2)=[N:33]1, predict the reactants needed to synthesize it. The reactants are: CC1(C)C(C)(C)OB([C:9]2[CH:10]=[C:11]3[CH:17]=[CH:16][NH:15][C:12]3=[N:13][CH:14]=2)O1.BrC1C=C2C=CNC2=NC=1.[F:29][CH:30]([F:49])[CH2:31][N:32]1[CH:36]=[C:35]([C:37]2[CH:42]=[CH:41][N:40]=[C:39]([NH:43][CH2:44][CH2:45][C:46]#[N:47])[N:38]=2)[C:34](I)=[N:33]1.[F-].[Cs+].ClCCl. (2) The reactants are: [Al+3].[Cl-].[Cl-].[Cl-].[CH3:5][C:6]1[S:10][C:9]2[C:11](=[O:15])[CH:12]([CH3:14])[CH2:13][C:8]=2[CH:7]=1.[Br:16]Br. Given the product [Br:16][C:7]1[C:8]2[CH2:13][CH:12]([CH3:14])[C:11](=[O:15])[C:9]=2[S:10][C:6]=1[CH3:5], predict the reactants needed to synthesize it. (3) Given the product [CH2:62]([O:61][C:58]1[CH:57]=[C:51]([CH:50]=[C:49]([O:48][CH2:46][CH3:47])[C:59]=1[N:1]1[CH2:6][CH2:5][O:4][CH2:3][CH2:2]1)[C:52]([O:54][CH2:55][CH3:56])=[O:53])[CH3:63], predict the reactants needed to synthesize it. The reactants are: [NH:1]1[CH2:6][CH2:5][O:4][CH2:3][CH2:2]1.C1(P(C2CCCCC2)C2C=CC=CC=2C2C(OC(C)C)=CC=CC=2OC(C)C)CCCCC1.C(=O)([O-])[O-].[Cs+].[Cs+].[CH2:46]([O:48][C:49]1[CH:50]=[C:51]([CH:57]=[C:58]([O:61][CH2:62][CH3:63])[C:59]=1I)[C:52]([O:54][CH2:55][CH3:56])=[O:53])[CH3:47]. (4) Given the product [CH3:9][C:2]1[C:3]([CH3:8])=[CH:4][C:5]([CH3:7])=[CH:6][N+:1]=1[O-:10], predict the reactants needed to synthesize it. The reactants are: [N:1]1[CH:6]=[C:5]([CH3:7])[CH:4]=[C:3]([CH3:8])[C:2]=1[CH3:9].[OH:10]O.